Dataset: Catalyst prediction with 721,799 reactions and 888 catalyst types from USPTO. Task: Predict which catalyst facilitates the given reaction. (1) Reactant: [CH2:1]([O:8][C:9]1[CH:14]=[C:13]([N:15]([CH2:38][CH2:39][CH2:40][CH3:41])[CH2:16][CH2:17][CH2:18][CH2:19][O:20][Si](C(C)(C)C)(C2C=CC=CC=2)C2C=CC=CC=2)[CH:12]=[CH:11][C:10]=1[CH:42]=[CH:43][C:44]1[S:48][C:47]([CH:49]=[O:50])=[CH:46][CH:45]=1)[C:2]1[CH:7]=[CH:6][CH:5]=[CH:4][CH:3]=1.[F-].C([N+](CCCC)(CCCC)CCCC)CCC.O.C(OCC)(=O)C. Product: [CH2:1]([O:8][C:9]1[CH:14]=[C:13]([N:15]([CH2:38][CH2:39][CH2:40][CH3:41])[CH2:16][CH2:17][CH2:18][CH2:19][OH:20])[CH:12]=[CH:11][C:10]=1[CH:42]=[CH:43][C:44]1[S:48][C:47]([CH:49]=[O:50])=[CH:46][CH:45]=1)[C:2]1[CH:7]=[CH:6][CH:5]=[CH:4][CH:3]=1. The catalyst class is: 7. (2) The catalyst class is: 2. Product: [CH2:16]([O:11][CH:8]1[CH2:7][CH2:6][N:5]([S:2]([CH3:1])(=[O:4])=[O:3])[CH2:10][CH2:9]1)[C:17]1[CH:22]=[CH:21][CH:20]=[CH:19][CH:18]=1. Reactant: [CH3:1][S:2]([N:5]1[CH2:10][CH2:9][C:8](=[O:11])[CH2:7][CH2:6]1)(=[O:4])=[O:3].C(O)(=O)C.[CH2:16](N)[C:17]1[CH:22]=[CH:21][CH:20]=[CH:19][CH:18]=1.[BH-](OC(C)=O)(OC(C)=O)OC(C)=O.[Na+].[OH-].[Na+]. (3) Reactant: [O-]CC.[Na+].[CH3:5][C:6]([C:9]([NH2:11])=[NH:10])([CH3:8])[CH3:7].Cl.[C:13]([OH:21])(=[O:20])/[C:14](=[C:16](\[CH:18]=O)/[Br:17])/Br. Product: [Br:17][C:16]1[C:14]([C:13]([OH:21])=[O:20])=[N:10][C:9]([C:6]([CH3:8])([CH3:7])[CH3:5])=[N:11][CH:18]=1. The catalyst class is: 361. (4) Reactant: [Cl:1][C:2]1[N:7]=[C:6](S(C)(=O)=O)[N:5]=[C:4]([N:12]2[CH2:17][CH2:16][O:15][CH2:14][CH2:13]2)[CH:3]=1.[NH2:18][C:19](C)([CH3:22])[CH2:20][OH:21].CCN(C(C)C)C(C)C. Product: [Cl:1][C:2]1[CH:3]=[C:4]([N:12]2[CH2:17][CH2:16][O:15][CH2:14][CH2:13]2)[N:5]=[C:6]([NH:18][C@H:19]([CH3:22])[CH2:20][OH:21])[N:7]=1. The catalyst class is: 3. (5) Reactant: Cl.C(OCC)(=O)C.CO.C(OC([NH:17][CH:18]1[CH2:21][N:20]([C:22]2[S:23][C:24]3[C:30]([C:31]([O:33][CH2:34][CH3:35])=[O:32])=[CH:29][CH:28]=[CH:27][C:25]=3[N:26]=2)[CH2:19]1)=O)(C)(C)C.C1COCC1. Product: [NH2:17][CH:18]1[CH2:21][N:20]([C:22]2[S:23][C:24]3[C:30]([C:31]([O:33][CH2:34][CH3:35])=[O:32])=[CH:29][CH:28]=[CH:27][C:25]=3[N:26]=2)[CH2:19]1. The catalyst class is: 12. (6) Reactant: [NH2:1][C@@H:2]([C:13]([NH:15][C@H:16]([C:27]([O:29][CH3:30])=[O:28])[CH2:17][C:18]1[CH:23]=[CH:22][C:21]([N+:24]([O-])=O)=[CH:20][CH:19]=1)=[O:14])[CH2:3][C:4]1[CH:9]=[CH:8][C:7]([N+:10]([O-])=O)=[CH:6][CH:5]=1. Product: [NH2:1][C@@H:2]([C:13]([NH:15][C@H:16]([C:27]([O:29][CH3:30])=[O:28])[CH2:17][C:18]1[CH:19]=[CH:20][C:21]([NH2:24])=[CH:22][CH:23]=1)=[O:14])[CH2:3][C:4]1[CH:9]=[CH:8][C:7]([NH2:10])=[CH:6][CH:5]=1. The catalyst class is: 285.